From a dataset of Catalyst prediction with 721,799 reactions and 888 catalyst types from USPTO. Predict which catalyst facilitates the given reaction. (1) Reactant: [CH3:1][O:2][C:3]1[C:8]([C:9]2[C:22]3[C:17](=[CH:18][C:19]([O:25][CH2:26][CH3:27])=[C:20]([O:23][CH3:24])[CH:21]=3)[C@@H:16]3[C@@H:11]([CH2:12][CH2:13][C@@H:14]([OH:28])[CH2:15]3)[N:10]=2)=[CH:7][CH:6]=[C:5]([O:29][CH3:30])[N:4]=1.[CH3:31][S:32](O)(=[O:34])=[O:33]. Product: [S:32]([O:28][C@@H:14]1[CH2:13][CH2:12][C@@H:11]2[C@@H:16]([C:17]3[C:22]([C:9]([C:8]4[C:3]([O:2][CH3:1])=[N:4][C:5]([O:29][CH3:30])=[CH:6][CH:7]=4)=[N:10]2)=[CH:21][C:20]([O:23][CH3:24])=[C:19]([O:25][CH2:26][CH3:27])[CH:18]=3)[CH2:15]1)(=[O:34])(=[O:33])[CH3:31]. The catalyst class is: 7. (2) Reactant: Cl[CH2:2][C:3]1[N:4]=[C:5]([N:8]2[CH2:13][CH2:12][N:11]([C:14]([O:16][C:17]([CH3:20])([CH3:19])[CH3:18])=[O:15])[CH2:10][CH2:9]2)[S:6][CH:7]=1.[NH:21]1[CH2:26][CH2:25][CH:24]([C:27]([O:29][CH3:30])=[O:28])[CH2:23][CH2:22]1.C(=O)([O-])[O-].[K+].[K+]. Product: [CH3:30][O:29][C:27]([CH:24]1[CH2:25][CH2:26][N:21]([CH2:2][C:3]2[N:4]=[C:5]([N:8]3[CH2:13][CH2:12][N:11]([C:14]([O:16][C:17]([CH3:20])([CH3:19])[CH3:18])=[O:15])[CH2:10][CH2:9]3)[S:6][CH:7]=2)[CH2:22][CH2:23]1)=[O:28]. The catalyst class is: 3. (3) Reactant: [C:1]([O:5][C:6]([C:8]1[CH:13]=[CH:12][CH:11]=[CH:10][C:9]=1[C:14]1[CH:19]=[CH:18][C:17]([CH2:20][N:21]2[C:25]3[CH:26]=[CH:27][C:28]([C:30](O)=[O:31])=[CH:29][C:24]=3[N:23]=[CH:22]2)=[CH:16][CH:15]=1)=[O:7])([CH3:4])([CH3:3])[CH3:2].[CH3:33][CH:34]([CH3:39])[CH2:35][CH:36]([NH2:38])[CH3:37].CN(C(ON1N=NC2C=CC=NC1=2)=[N+](C)C)C.F[P-](F)(F)(F)(F)F.CCN(C(C)C)C(C)C. Product: [CH3:33][CH:34]([CH3:39])[CH2:35][CH:36]([NH:38][C:30]([C:28]1[CH:27]=[CH:26][C:25]2[N:21]([CH2:20][C:17]3[CH:16]=[CH:15][C:14]([C:9]4[C:8]([C:6]([O:5][C:1]([CH3:2])([CH3:3])[CH3:4])=[O:7])=[CH:13][CH:12]=[CH:11][CH:10]=4)=[CH:19][CH:18]=3)[CH:22]=[N:23][C:24]=2[CH:29]=1)=[O:31])[CH3:37]. The catalyst class is: 2. (4) Reactant: C([O:4][C@@H:5]1[C@@H:10]([O:11]C(=O)C)[C@H:9]([O:15]C(=O)C)[C@@H:8]([C:19]([O:21]C)=[O:20])[O:7][C@H:6]1[O:23][C:24]1[CH:32]=[C:31]2[C:27]([C@H:28]([CH2:110][Cl:111])[CH2:29][N:30]2[C:33](=[O:109])[CH2:34][CH2:35][CH2:36][C:37]([N:39]2[C:47]3[C:42](=[C:43]4[C:105]([CH3:106])=[CH:104][S:103][C:44]4=[C:45]([O:48][C:49](=[O:102])[N:50]([CH2:52][CH2:53][N:54]([C:56]([O:58][CH2:59][C:60]4[CH:65]=[CH:64][C:63]([NH:66][C:67](=[O:101])[C@@H:68]([NH:76][C:77](=[O:100])[C@@H:78]([NH:82]C(OCC5C6C=CC=CC=6C6C5=CC=CC=6)=O)[CH:79]([CH3:81])[CH3:80])[CH2:69][CH2:70][CH2:71][NH:72][C:73]([NH2:75])=[O:74])=[CH:62][CH:61]=4)=[O:57])[CH3:55])[CH3:51])[CH:46]=3)[C@H:41]([CH2:107][Cl:108])[CH2:40]2)=[O:38])=[C:26]2[C:112]([CH3:115])=[CH:113][S:114][C:25]=12)(=O)C.O[Li].O.CC(O)=O. Product: [NH2:82][C@@H:78]([CH:79]([CH3:81])[CH3:80])[C:77]([NH:76][C@@H:68]([CH2:69][CH2:70][CH2:71][NH:72][C:73]([NH2:75])=[O:74])[C:67]([NH:66][C:63]1[CH:62]=[CH:61][C:60]([CH2:59][O:58][C:56]([N:54]([CH3:55])[CH2:53][CH2:52][N:50]([CH3:51])[C:49]([O:48][C:45]2[CH:46]=[C:47]3[C:42]([C@H:41]([CH2:107][Cl:108])[CH2:40][N:39]3[C:37](=[O:38])[CH2:36][CH2:35][CH2:34][C:33]([N:30]3[C:31]4[C:27](=[C:26]5[C:112]([CH3:115])=[CH:113][S:114][C:25]5=[C:24]([O:23][C@@H:6]5[O:7][C@H:8]([C:19]([OH:21])=[O:20])[C@@H:9]([OH:15])[C@H:10]([OH:11])[C@H:5]5[OH:4])[CH:32]=4)[C@H:28]([CH2:110][Cl:111])[CH2:29]3)=[O:109])=[C:43]3[C:105]([CH3:106])=[CH:104][S:103][C:44]=23)=[O:102])=[O:57])=[CH:65][CH:64]=1)=[O:101])=[O:100]. The catalyst class is: 87. (5) Reactant: C[O:2][C:3](=O)[C:4]1[CH:9]=[CH:8][CH:7]=[C:6]([O:10][C:11]2[C:19]3[C:14](=[CH:15][C:16]([Cl:20])=[CH:17][CH:18]=3)[N:13]([CH2:21][C:22]3[CH:27]=[CH:26][CH:25]=[CH:24][CH:23]=3)[C:12]=2[CH3:28])[CH:5]=1.[H-].C([Al+]CC(C)C)C(C)C. Product: [CH2:21]([N:13]1[C:14]2[C:19](=[CH:18][CH:17]=[C:16]([Cl:20])[CH:15]=2)[C:11]([O:10][C:6]2[CH:5]=[C:4]([CH2:3][OH:2])[CH:9]=[CH:8][CH:7]=2)=[C:12]1[CH3:28])[C:22]1[CH:27]=[CH:26][CH:25]=[CH:24][CH:23]=1. The catalyst class is: 1. (6) Reactant: [Cl:1][C:2]1[CH:7]=[CH:6][C:5]([C:8]2[N:12]([CH2:13][C@H:14]([OH:19])[C:15]([F:18])([F:17])[F:16])[C:11](=[O:20])[N:10]([CH2:21][C:22]([NH:24][C@@:25]([C:30]3[CH:35]=[CH:34][CH:33]=[C:32]([C:36]([F:39])([F:38])[F:37])[CH:31]=3)([CH3:29])[C:26](O)=[O:27])=[O:23])[N:9]=2)=[CH:4][CH:3]=1.C1C=CC2N(O)N=[N:46]C=2C=1.C(Cl)CCl.N. Product: [Cl:1][C:2]1[CH:7]=[CH:6][C:5]([C:8]2[N:12]([CH2:13][C@H:14]([OH:19])[C:15]([F:17])([F:16])[F:18])[C:11](=[O:20])[N:10]([CH2:21][C:22]([NH:24][C@@:25]([C:30]3[CH:35]=[CH:34][CH:33]=[C:32]([C:36]([F:39])([F:37])[F:38])[CH:31]=3)([CH3:29])[C:26]([NH2:46])=[O:27])=[O:23])[N:9]=2)=[CH:4][CH:3]=1. The catalyst class is: 3. (7) Product: [C:18]([CH:4]([C:5]1[CH:12]=[CH:11][C:8]([CH:9]=[CH2:10])=[CH:7][CH:6]=1)[CH:3]([C:1]#[N:2])[C:13]#[N:14])#[N:19]. The catalyst class is: 6. Reactant: [C:1]([C:3]([C:13]#[N:14])=[CH:4][C:5]1[CH:12]=[CH:11][C:8]([CH:9]=[CH2:10])=[CH:7][CH:6]=1)#[N:2].C(O)C.[C-:18]#[N:19].[K+].Cl.